This data is from Reaction yield outcomes from USPTO patents with 853,638 reactions. The task is: Predict the reaction yield, written as a fraction of the theoretical maximum amount of product (1.0 means a 100% yield; for example, 0.34 means a 34% yield). (1) The reactants are [Cl:1][C:2]1[C:3]([O:12][C:13]2[CH:18]=[C:17]([O:19][CH2:20][CH2:21][CH2:22][O:23][CH3:24])[CH:16]=[CH:15][C:14]=2[CH2:25][CH2:26][CH2:27][OH:28])=[N:4][CH:5]=[C:6]([C:8]([F:11])([F:10])[F:9])[CH:7]=1.Cl[S:30]([N:33]=[C:34]=[O:35])(=[O:32])=[O:31].N1C=CC=CC=1.[CH:42]([O:45][CH2:46][CH2:47][NH2:48])([CH3:44])[CH3:43]. The catalyst is C1(C)C=CC=CC=1.O. The product is [CH:42]([O:45][CH2:46][CH2:47][NH:48][S:30]([NH:33][C:34](=[O:35])[O:28][CH2:27][CH2:26][CH2:25][C:14]1[CH:15]=[CH:16][C:17]([O:19][CH2:20][CH2:21][CH2:22][O:23][CH3:24])=[CH:18][C:13]=1[O:12][C:3]1[C:2]([Cl:1])=[CH:7][C:6]([C:8]([F:9])([F:11])[F:10])=[CH:5][N:4]=1)(=[O:32])=[O:31])([CH3:44])[CH3:43]. The yield is 0.440. (2) The reactants are [CH3:1][O:2][C:3]([CH:5]1[CH2:9][CH:8]([CH2:10][O:11][CH3:12])[CH2:7][N:6]1[C:13]([O:15][C:16]([CH3:19])([CH3:18])[CH3:17])=[O:14])=[O:4].[Li+].[OH-].Cl.BrC[C:25]([C:27]1[CH:32]=[CH:31][C:30]([Br:33])=[CH:29][CH:28]=1)=[O:26].C(N(CC)CC)C. The catalyst is CO. The product is [C:16]([O:15][C:13]([N:6]1[CH2:7][CH:8]([CH2:10][O:11][CH3:12])[CH2:9][CH:5]1[C:3]([O:2][CH2:1][C:25]([C:27]1[CH:32]=[CH:31][C:30]([Br:33])=[CH:29][CH:28]=1)=[O:26])=[O:4])=[O:14])([CH3:19])([CH3:18])[CH3:17]. The yield is 0.970. (3) The reactants are [N:1]1([CH2:7][CH2:8][N:9]2[C:17]3[C:12](=[CH:13][C:14]([N+:18]([O-])=O)=[CH:15][CH:16]=3)[CH:11]=[N:10]2)[CH2:6][CH2:5][O:4][CH2:3][CH2:2]1.[Cl-].[NH4+]. The catalyst is [Fe].C(O)C.O. The product is [N:1]1([CH2:7][CH2:8][N:9]2[C:17]3[C:12](=[CH:13][C:14]([NH2:18])=[CH:15][CH:16]=3)[CH:11]=[N:10]2)[CH2:6][CH2:5][O:4][CH2:3][CH2:2]1. The yield is 0.930. (4) The yield is 1.00. No catalyst specified. The product is [NH2:1][C:2]1[C:3]([C:10]([O:12][CH3:13])=[O:11])=[N:4][C:5]([C:16]2[C:17]([F:27])=[CH:18][C:19]([C:21]3([O:25][CH3:26])[CH2:22][O:23][CH2:24]3)=[CH:20][C:15]=2[F:14])=[C:6]([F:8])[CH:7]=1. The reactants are [NH2:1][C:2]1[C:3]([C:10]([O:12][CH3:13])=[O:11])=[N:4][C:5](Br)=[C:6]([F:8])[CH:7]=1.[F:14][C:15]1[CH:20]=[C:19]([C:21]2([O:25][CH3:26])[CH2:24][O:23][CH2:22]2)[CH:18]=[C:17]([F:27])[C:16]=1B1OC(C)(C)C(C)(C)O1.